Predict which catalyst facilitates the given reaction. From a dataset of Catalyst prediction with 721,799 reactions and 888 catalyst types from USPTO. Reactant: [F:1][CH:2]([F:36])[C:3]([NH:5][CH2:6][C@@H:7]1[O:11][C:10](=[O:12])[N:9]([C:13]2[CH:18]=[CH:17][C:16]([N:19]3[CH2:24][CH2:23][N:22](C(OCC4C=CC=CC=4)=O)[CH2:21][CH2:20]3)=[C:15]([F:35])[CH:14]=2)[CH2:8]1)=[O:4].Cl. Product: [F:36][CH:2]([F:1])[C:3]([NH:5][CH2:6][C@@H:7]1[O:11][C:10](=[O:12])[N:9]([C:13]2[CH:18]=[CH:17][C:16]([N:19]3[CH2:20][CH2:21][NH:22][CH2:23][CH2:24]3)=[C:15]([F:35])[CH:14]=2)[CH2:8]1)=[O:4]. The catalyst class is: 256.